This data is from Full USPTO retrosynthesis dataset with 1.9M reactions from patents (1976-2016). The task is: Predict the reactants needed to synthesize the given product. (1) Given the product [OH:30][C@@:23]1([C:21]#[C:22][C:2]2[CH:7]=[CH:6][N:5]=[C:4]([N:8]3[C:16]4[CH2:15][CH:14]5[CH2:17][CH:12]([CH2:13]5)[C:11]=4[C:10]([C:18]([NH2:20])=[O:19])=[N:9]3)[CH:3]=2)[CH2:27][CH2:26][N:25]([CH3:28])[C:24]1=[O:29], predict the reactants needed to synthesize it. The reactants are: I[C:2]1[CH:7]=[CH:6][N:5]=[C:4]([N:8]2[C:16]3[CH2:15][CH:14]4[CH2:17][CH:12]([CH2:13]4)[C:11]=3[C:10]([C:18]([NH2:20])=[O:19])=[N:9]2)[CH:3]=1.[C:21]([C@:23]1([OH:30])[CH2:27][CH2:26][N:25]([CH3:28])[C:24]1=[O:29])#[CH:22]. (2) Given the product [CH3:37][O:36][C:15]1[CH:16]=[C:17]([CH:34]=[CH:35][C:14]=1[C:4]#[C:3][CH:2]([CH3:5])[CH3:1])[C:18]([NH:20][S:21]([C:24]1[CH:29]=[CH:28][CH:27]=[CH:26][C:25]=1[S:30](=[O:33])(=[O:32])[NH2:31])(=[O:23])=[O:22])=[O:19], predict the reactants needed to synthesize it. The reactants are: [CH3:1][CH:2]([CH3:5])[C:3]#[CH:4].C(N(CC)CC)C.Br[C:14]1[CH:35]=[CH:34][C:17]([C:18]([NH:20][S:21]([C:24]2[CH:29]=[CH:28][CH:27]=[CH:26][C:25]=2[S:30](=[O:33])(=[O:32])[NH2:31])(=[O:23])=[O:22])=[O:19])=[CH:16][C:15]=1[O:36][CH3:37]. (3) Given the product [Cl:8][C:7]1[CH:6]=[CH:5][C:4]([NH:9][C:10]2[O:31][C@:23]3([CH2:22][N:21]=2)[CH:28]2[CH2:29][CH2:30][N:25]([CH2:26][CH2:27]2)[CH2:24]3)=[N:3][C:2]=1[Cl:1], predict the reactants needed to synthesize it. The reactants are: [Cl:1][C:2]1[C:7]([Cl:8])=[CH:6][CH:5]=[C:4]([N:9]=[C:10]=S)[N:3]=1.C(N(CC)CC)C.Cl.Cl.[NH2:21][CH2:22][C:23]1([OH:31])[CH:28]2[CH2:29][CH2:30][N:25]([CH2:26][CH2:27]2)[CH2:24]1.C(N=C=NC(C)C)(C)C. (4) Given the product [CH:1]1([C:4]2[N:8]([C:13]3[CH:18]=[C:17]([I:19])[CH:16]=[CH:15][N:14]=3)[N:7]=[C:6]([C:9]([OH:11])=[O:10])[CH:5]=2)[CH2:2][CH2:3]1, predict the reactants needed to synthesize it. The reactants are: [CH:1]1([C:4]2[NH:8][N:7]=[C:6]([C:9]([OH:11])=[O:10])[CH:5]=2)[CH2:3][CH2:2]1.F[C:13]1[CH:18]=[C:17]([I:19])[CH:16]=[CH:15][N:14]=1. (5) The reactants are: [CH2:1]([C:3]1[C:4](=[O:24])[NH:5][C:6]([C:11]2[CH:16]=[C:15]([NH:17][CH2:18][CH3:19])[CH:14]=[CH:13][C:12]=2[O:20][CH2:21][CH2:22][CH3:23])=[N:7][C:8]=1[CH2:9][CH3:10])[CH3:2].[CH2:25]([N:27]=[C:28]=[O:29])[CH3:26]. Given the product [CH2:18]([N:17]([C:15]1[CH:14]=[CH:13][C:12]([O:20][CH2:21][CH2:22][CH3:23])=[C:11]([C:6]2[NH:5][C:4](=[O:24])[C:3]([CH2:1][CH3:2])=[C:8]([CH2:9][CH3:10])[N:7]=2)[CH:16]=1)[C:28]([NH:27][CH2:25][CH3:26])=[O:29])[CH3:19], predict the reactants needed to synthesize it. (6) The reactants are: Br[CH2:2][C:3]([C:5]1[CH:6]=[N:7][CH:8]=[CH:9][CH:10]=1)=O.[NH2:11][C:12]([NH2:14])=[S:13]. Given the product [N:7]1[CH:8]=[CH:9][CH:10]=[C:5]([C:3]2[N:11]=[C:12]([NH2:14])[S:13][CH:2]=2)[CH:6]=1, predict the reactants needed to synthesize it. (7) Given the product [Cl:1][C:2]1[N:7]=[N:6][C:5](/[N:8]=[C:11](/[N:13]([CH3:15])[CH3:14])\[CH3:12])=[CH:4][CH:3]=1, predict the reactants needed to synthesize it. The reactants are: [Cl:1][C:2]1[N:7]=[N:6][C:5]([NH2:8])=[CH:4][CH:3]=1.CO[C:11](OC)([N:13]([CH3:15])[CH3:14])[CH3:12].COC1CCCC1. (8) Given the product [ClH:1].[F:12][C:10]([F:11])([F:13])[C:8]1[CH:7]=[C:6]([C:14]([CH3:46])([CH3:45])[C:15]([N:17]([C:19]2[CH:20]=[N:21][C:22]([N:33]3[C@H:42]([CH2:43][OH:44])[CH2:41][N:40]4[C@H:35]([CH2:36][O:37][CH2:38][CH2:39]4)[CH2:34]3)=[CH:23][C:24]=2[C:25]2[CH:30]=[C:29]([F:31])[CH:28]=[CH:27][C:26]=2[CH3:32])[CH3:18])=[O:16])[CH:5]=[C:4]([C:3]([F:2])([F:48])[F:47])[CH:9]=1, predict the reactants needed to synthesize it. The reactants are: [ClH:1].[F:2][C:3]([F:48])([F:47])[C:4]1[CH:5]=[C:6]([C:14]([CH3:46])([CH3:45])[C:15]([N:17]([C:19]2[CH:20]=[N:21][C:22]([N:33]3[C@H:42]([CH2:43][OH:44])[CH2:41][N:40]4[C@H:35]([CH2:36][O:37][CH2:38][CH2:39]4)[CH2:34]3)=[CH:23][C:24]=2[C:25]2[CH:30]=[C:29]([F:31])[CH:28]=[CH:27][C:26]=2[CH3:32])[CH3:18])=[O:16])[CH:7]=[C:8]([C:10]([F:13])([F:12])[F:11])[CH:9]=1. (9) Given the product [Cl:15][C:16]1[CH:24]=[C:23]([S:25]([CH2:28][C@H:29]([OH:36])[C:30]2[CH:31]=[CH:32][CH:33]=[CH:34][CH:35]=2)(=[O:26])=[O:27])[CH:22]=[CH:21][C:17]=1[C:18]([NH:6][C:5]1[CH:7]=[CH:8][C:2]([Cl:1])=[C:3]([C:9]2[CH:14]=[CH:13][CH:12]=[CH:11][N:10]=2)[CH:4]=1)=[O:19], predict the reactants needed to synthesize it. The reactants are: [Cl:1][C:2]1[CH:8]=[CH:7][C:5]([NH2:6])=[CH:4][C:3]=1[C:9]1[CH:14]=[CH:13][CH:12]=[CH:11][N:10]=1.[Cl:15][C:16]1[CH:24]=[C:23]([S:25]([CH2:28][C@H:29]([OH:36])[C:30]2[CH:35]=[CH:34][CH:33]=[CH:32][CH:31]=2)(=[O:27])=[O:26])[CH:22]=[CH:21][C:17]=1[C:18](O)=[O:19].